This data is from Experimentally validated miRNA-target interactions with 360,000+ pairs, plus equal number of negative samples. The task is: Binary Classification. Given a miRNA mature sequence and a target amino acid sequence, predict their likelihood of interaction. (1) The miRNA is hsa-miR-3689b-5p with sequence UGUGAUAUCAUGGUUCCUGGGA. The protein sequence of the target gene is MRRRRAGGRTMVERASKFVLVVAGSACFMLILYQYAGPGLSLGAPGGRVPPDDLDLFPTPDPHYEKKYYFPVRELERSLRFDMKGDDVIVFLHIQKTGGTTFGRHLVQNVRLEVPCDCRPGQKKCTCYRPNRRETWLFSRFSTGWSCGLHADWTELTNCVPGVLDRRDPAGLRSPRKFYYITLLRDPVSRYLSEWRHVQRGATWKTSLHMCDGRTPTPEELPPCYEGTDWSGCTLQEFMDCPYNLANNRQVRMLADLSLVGCYNLSFIPESKRAQLLLESAKKNLRGMAFFGLTEFQRKT.... Result: 0 (no interaction). (2) The miRNA is hsa-miR-19a-3p with sequence UGUGCAAAUCUAUGCAAAACUGA. The protein sequence of the target gene is MALRSVMFSDVSIDFSPEEWEYLDLEQKDLYRDVMLENYSNLVSLGCFISKPDVISSLEQGKEPWKVVRKGRRQYPDLETKYETKKLSLENDIYEINLSQWKIMERIENHGLKGLILKNDWESTGKIEGQERPQEGYFSSVKMPSEKVSSYQKRTSVTPHQRLHFVDKPYECKECGKAFRVRQQLTFHHRIHTGEKPYECKECGMAFRQTAHLTRHQRLHSGEKLYECKECGEAFICGADLRVHQKMHIGEKPYECKECGKAFRVRGQLTLHQRIHTGEKPYVCKECGKAFRQYAHLTRH.... Result: 0 (no interaction).